From a dataset of Forward reaction prediction with 1.9M reactions from USPTO patents (1976-2016). Predict the product of the given reaction. (1) Given the reactants [CH2:1]([C:4]1[S:8][C:7]([C:9]2[S:10][C:11]([CH3:14])=[CH:12][CH:13]=2)=[CH:6][CH:5]=1)[CH:2]=[CH2:3].[Cl:15][SiH:16]([Cl:18])[Cl:17], predict the reaction product. The product is: [Cl:15][Si:16]([Cl:18])([Cl:17])[CH2:3][CH2:2][CH2:1][C:4]1[S:8][C:7]([C:9]2[S:10][C:11]([CH3:14])=[CH:12][CH:13]=2)=[CH:6][CH:5]=1. (2) Given the reactants [Br:1][C:2]1[CH:3]=[C:4]([NH:24][C:25](=[O:31])[CH2:26][C:27]([O:29]C)=[O:28])[CH:5]=[C:6]([Br:23])[C:7]=1[O:8][C:9]1[CH:17]=[CH:16][C:15]2[C:11](=[C:12]([C:19]([NH:21][CH3:22])=[O:20])[N:13]([CH3:18])[N:14]=2)[CH:10]=1.[OH-].[Na+], predict the reaction product. The product is: [Br:23][C:6]1[CH:5]=[C:4]([NH:24][C:25](=[O:31])[CH2:26][C:27]([OH:29])=[O:28])[CH:3]=[C:2]([Br:1])[C:7]=1[O:8][C:9]1[CH:17]=[CH:16][C:15]2[C:11](=[C:12]([C:19]([NH:21][CH3:22])=[O:20])[N:13]([CH3:18])[N:14]=2)[CH:10]=1. (3) Given the reactants [OH:1][C:2]1([CH3:16])[CH2:8][CH2:7][CH2:6][N:5](C(OC(C)(C)C)=O)[CH2:4][CH2:3]1.Cl, predict the reaction product. The product is: [CH3:16][C:2]1([OH:1])[CH2:8][CH2:7][CH2:6][NH:5][CH2:4][CH2:3]1. (4) Given the reactants Br[C:2]1[C:10]([CH2:11][CH3:12])=[CH:9][CH:8]=[C:7]2[C:3]=1[CH:4]=[CH:5][NH:6]2.[B:13]1([B:13]2[O:17][C:16]([CH3:19])([CH3:18])[C:15]([CH3:21])([CH3:20])[O:14]2)[O:17][C:16]([CH3:19])([CH3:18])[C:15]([CH3:21])([CH3:20])[O:14]1.CC([O-])=O.[K+], predict the reaction product. The product is: [CH2:11]([C:10]1[C:2]([B:13]2[O:17][C:16]([CH3:19])([CH3:18])[C:15]([CH3:21])([CH3:20])[O:14]2)=[C:3]2[C:7](=[CH:8][CH:9]=1)[NH:6][CH:5]=[CH:4]2)[CH3:12]. (5) Given the reactants FC(F)(F)C(O)=O.C([O:15][C:16]1[CH:24]=[CH:23][C:22]([C:25]2[CH:26]=[N:27][CH:28]=[CH:29][CH:30]=2)=[CH:21][C:17]=1[C:18]([OH:20])=[O:19])C1C=CC=CC=1, predict the reaction product. The product is: [OH:15][C:16]1[CH:24]=[CH:23][C:22]([C:25]2[CH:26]=[N:27][CH:28]=[CH:29][CH:30]=2)=[CH:21][C:17]=1[C:18]([OH:20])=[O:19]. (6) Given the reactants [CH3:1][O:2][C:3]1[CH:8]=[CH:7][C:6]([S:9][CH2:10][CH:11]=O)=[CH:5][CH:4]=1.N1CCC[C@@H]1C(O)=O.ClN1C(=O)CCC1=O.[Br:29][C:30]1[CH:35]=[CH:34][C:33]([C:36]2[N:41]=[N:40][C:39]([NH2:42])=[N:38][CH:37]=2)=[CH:32][C:31]=1[F:43], predict the reaction product. The product is: [Br:29][C:30]1[CH:35]=[CH:34][C:33]([C:36]2[CH:37]=[N:38][C:39]3[N:40]([C:10]([S:9][C:6]4[CH:7]=[CH:8][C:3]([O:2][CH3:1])=[CH:4][CH:5]=4)=[CH:11][N:42]=3)[N:41]=2)=[CH:32][C:31]=1[F:43]. (7) Given the reactants [Br:1][C:2]1[C:3](=[O:9])[NH:4][N:5]=[CH:6][C:7]=1Br.Cl.[NH:11]1[CH2:16][CH2:15][CH:14]([C:17]2[CH:24]=[CH:23][CH:22]=[CH:21][C:18]=2[C:19]#[N:20])[CH2:13][CH2:12]1.CCN(C(C)C)C(C)C, predict the reaction product. The product is: [Br:1][C:2]1[C:3](=[O:9])[NH:4][N:5]=[CH:6][C:7]=1[N:11]1[CH2:16][CH2:15][CH:14]([C:17]2[CH:24]=[CH:23][CH:22]=[CH:21][C:18]=2[C:19]#[N:20])[CH2:13][CH2:12]1. (8) Given the reactants [CH:1]1([CH:7]([NH:18][C:19]2[CH:24]=[CH:23][C:22]([C:25]([NH:27][CH2:28][CH2:29][C:30]([O:32]CC)=[O:31])=[O:26])=[CH:21][CH:20]=2)[C:8]2[S:16][C:15]3[C:10](=[N:11][CH:12]=[CH:13][CH:14]=3)[C:9]=2[CH3:17])[CH2:6][CH2:5][CH2:4][CH2:3][CH2:2]1.O1CCCC1.[OH-].[Na+], predict the reaction product. The product is: [CH:1]1([CH:7]([NH:18][C:19]2[CH:20]=[CH:21][C:22]([C:25]([NH:27][CH2:28][CH2:29][C:30]([OH:32])=[O:31])=[O:26])=[CH:23][CH:24]=2)[C:8]2[S:16][C:15]3[C:10](=[N:11][CH:12]=[CH:13][CH:14]=3)[C:9]=2[CH3:17])[CH2:6][CH2:5][CH2:4][CH2:3][CH2:2]1. (9) Given the reactants CN(C)C=O.[C:6]([O:9][C:10]1[CH:11]=[C:12]2[C:17](=[CH:18][C:19]=1[O:20][CH3:21])[N:16]=[CH:15][NH:14][C:13]2=O)(=[O:8])[CH3:7].S(Cl)([Cl:25])=O, predict the reaction product. The product is: [C:6]([O:9][C:10]1[CH:11]=[C:12]2[C:17](=[CH:18][C:19]=1[O:20][CH3:21])[N:16]=[CH:15][N:14]=[C:13]2[Cl:25])(=[O:8])[CH3:7].